From a dataset of CYP3A4 inhibition data for predicting drug metabolism from PubChem BioAssay. Regression/Classification. Given a drug SMILES string, predict its absorption, distribution, metabolism, or excretion properties. Task type varies by dataset: regression for continuous measurements (e.g., permeability, clearance, half-life) or binary classification for categorical outcomes (e.g., BBB penetration, CYP inhibition). Dataset: cyp3a4_veith. (1) The drug is COCCn1c(=O)c(-c2cccc(C#N)c2)nc2cnc(Nc3ccccc3)nc21. The result is 1 (inhibitor). (2) The compound is CNc1nc(Cl)nc(NC(C)(C)C)n1. The result is 0 (non-inhibitor). (3) The compound is CC/C(=C(\c1ccccc1)c1ccc(OCCN(C)C)cc1)c1ccccc1.O=C(O)CC(O)(CC(=O)O)C(=O)O. The result is 1 (inhibitor). (4) The molecule is N#Cc1ccccc1-c1nc(NCCN2CCOCC2)c2ccccc2n1. The result is 1 (inhibitor). (5) The compound is CC(=O)Nc1ccc(NC(=O)c2ccccc2CC[N+](=O)[O-])cc1. The result is 1 (inhibitor). (6) The molecule is N[C@H](Cc1ccc(F)cc1)C(=O)O. The result is 0 (non-inhibitor).